From a dataset of NCI-60 drug combinations with 297,098 pairs across 59 cell lines. Regression. Given two drug SMILES strings and cell line genomic features, predict the synergy score measuring deviation from expected non-interaction effect. (1) Drug 1: C1CCC(C1)C(CC#N)N2C=C(C=N2)C3=C4C=CNC4=NC=N3. Drug 2: C1=NC2=C(N1)C(=S)N=CN2. Cell line: SNB-19. Synergy scores: CSS=2.77, Synergy_ZIP=-2.85, Synergy_Bliss=-6.96, Synergy_Loewe=-20.9, Synergy_HSA=-9.68. (2) Drug 1: C1=CC=C(C=C1)NC(=O)CCCCCCC(=O)NO. Drug 2: CC1(CCCN1)C2=NC3=C(C=CC=C3N2)C(=O)N. Cell line: HT29. Synergy scores: CSS=55.3, Synergy_ZIP=3.98, Synergy_Bliss=3.96, Synergy_Loewe=-38.0, Synergy_HSA=1.43. (3) Drug 1: C1CCC(C1)C(CC#N)N2C=C(C=N2)C3=C4C=CNC4=NC=N3. Drug 2: CN(CC1=CN=C2C(=N1)C(=NC(=N2)N)N)C3=CC=C(C=C3)C(=O)NC(CCC(=O)O)C(=O)O. Cell line: MDA-MB-231. Synergy scores: CSS=0.607, Synergy_ZIP=0.500, Synergy_Bliss=-0.930, Synergy_Loewe=-5.05, Synergy_HSA=-4.95. (4) Drug 1: C1C(C(OC1N2C=NC3=C(N=C(N=C32)Cl)N)CO)O. Drug 2: CCC(=C(C1=CC=CC=C1)C2=CC=C(C=C2)OCCN(C)C)C3=CC=CC=C3.C(C(=O)O)C(CC(=O)O)(C(=O)O)O. Cell line: SR. Synergy scores: CSS=53.4, Synergy_ZIP=-0.546, Synergy_Bliss=-0.448, Synergy_Loewe=-35.6, Synergy_HSA=-2.48. (5) Drug 1: CN(C)N=NC1=C(NC=N1)C(=O)N. Drug 2: CN(CCCl)CCCl.Cl. Cell line: SK-MEL-28. Synergy scores: CSS=-5.23, Synergy_ZIP=2.73, Synergy_Bliss=1.61, Synergy_Loewe=-5.24, Synergy_HSA=-4.25. (6) Drug 1: C1CN1P(=S)(N2CC2)N3CC3. Drug 2: C1CN(P(=O)(OC1)NCCCl)CCCl. Cell line: OVCAR-8. Synergy scores: CSS=18.3, Synergy_ZIP=-5.34, Synergy_Bliss=0.113, Synergy_Loewe=-13.7, Synergy_HSA=0.548.